From a dataset of Peptide-MHC class I binding affinity with 185,985 pairs from IEDB/IMGT. Regression. Given a peptide amino acid sequence and an MHC pseudo amino acid sequence, predict their binding affinity value. This is MHC class I binding data. (1) The peptide sequence is QYLQYKQEDL. The MHC is H-2-Kd with pseudo-sequence H-2-Kd. The binding affinity (normalized) is 0.0514. (2) The peptide sequence is WLKEKHEEL. The MHC is HLA-B15:01 with pseudo-sequence HLA-B15:01. The binding affinity (normalized) is 0.426. (3) The peptide sequence is SICSTMTNR. The MHC is HLA-A33:01 with pseudo-sequence HLA-A33:01. The binding affinity (normalized) is 0.655. (4) The peptide sequence is LVAPSYGMR. The MHC is HLA-A68:01 with pseudo-sequence HLA-A68:01. The binding affinity (normalized) is 0.875. (5) The peptide sequence is FIISTLNKIL. The MHC is HLA-A02:06 with pseudo-sequence HLA-A02:06. The binding affinity (normalized) is 0.807. (6) The peptide sequence is FIKPPLITLT. The MHC is HLA-A02:01 with pseudo-sequence HLA-A02:01. The binding affinity (normalized) is 0. (7) The peptide sequence is FLCKQYLNL. The MHC is HLA-A68:01 with pseudo-sequence HLA-A68:01. The binding affinity (normalized) is 0.